This data is from Full USPTO retrosynthesis dataset with 1.9M reactions from patents (1976-2016). The task is: Predict the reactants needed to synthesize the given product. The reactants are: [H-].[Na+].C(OP([CH2:11][C:12]([O:14][CH2:15][CH3:16])=[O:13])(OCC)=O)C.[CH2:17]([O:24][C:25]1[CH:26]=[CH:27][C:28]([O:39][CH3:40])=[C:29]([C:31]([C:33]2[S:34][C:35]([CH3:38])=[CH:36][N:37]=2)=O)[CH:30]=1)[C:18]1[CH:23]=[CH:22][CH:21]=[CH:20][CH:19]=1.Cl. Given the product [CH2:17]([O:24][C:25]1[CH:26]=[CH:27][C:28]([O:39][CH3:40])=[C:29](/[C:31](/[C:33]2[S:34][C:35]([CH3:38])=[CH:36][N:37]=2)=[CH:11]/[C:12]([O:14][CH2:15][CH3:16])=[O:13])[CH:30]=1)[C:18]1[CH:19]=[CH:20][CH:21]=[CH:22][CH:23]=1, predict the reactants needed to synthesize it.